The task is: Regression. Given a peptide amino acid sequence and an MHC pseudo amino acid sequence, predict their binding affinity value. This is MHC class II binding data.. This data is from Peptide-MHC class II binding affinity with 134,281 pairs from IEDB. (1) The peptide sequence is DLGRNEVVNDVSTFS. The MHC is DRB5_0101 with pseudo-sequence DRB5_0101. The binding affinity (normalized) is 0.185. (2) The peptide sequence is KKWIKVEYGNLSLSGIA. The MHC is HLA-DQA10201-DQB10303 with pseudo-sequence HLA-DQA10201-DQB10303. The binding affinity (normalized) is 0.